This data is from Forward reaction prediction with 1.9M reactions from USPTO patents (1976-2016). The task is: Predict the product of the given reaction. (1) Given the reactants C(O[C@H:9]1[C@H:14](OCC2C=CC=CC=2)[C@@H:13]([O:23][CH2:24][C:25]2[CH:30]=[CH:29][CH:28]=[CH:27][CH:26]=2)[C@@:12]([C:33]2[CH:38]=[CH:37][C:36]([Cl:39])=[C:35]([CH2:40][C:41]3[CH:46]=[CH:45][C:44]([O:47][CH2:48][CH:49]([F:51])[F:50])=[CH:43][CH:42]=3)[CH:34]=2)([O:31][CH3:32])[O:11][C:10]1([CH2:54][OH:55])CO)C1C=CC=CC=1.F[C:57](F)(F)[C:58]([OH:60])=O, predict the reaction product. The product is: [CH2:12]([O:11][C@H:9]1[C@H:14]([O:60][CH2:58][C:57]2[CH:13]=[CH:14][CH:9]=[CH:10][CH:54]=2)[C@@H:13]([O:23][CH2:24][C:25]2[CH:26]=[CH:27][CH:28]=[CH:29][CH:30]=2)[C@:12]2([C:33]3[CH:38]=[CH:37][C:36]([Cl:39])=[C:35]([CH2:40][C:41]4[CH:42]=[CH:43][C:44]([O:47][CH2:48][CH:49]([F:50])[F:51])=[CH:45][CH:46]=4)[CH:34]=3)[O:11][C@@:10]1([CH2:54][OH:55])[CH2:32][O:31]2)[C:33]1[CH:38]=[CH:37][CH:36]=[CH:35][CH:34]=1. (2) The product is: [Cl:30][C:26]1[CH:25]=[CH:24][C:23]([C:14]2[C:15]([C:17]3[CH:22]=[CH:21][N:20]=[CH:19][CH:18]=3)=[N:16][N:9]3[C:8]([C:5]4[CH:6]=[N:7][C:2]([N:35]5[CH2:36][CH2:37][CH2:38][N:32]([CH3:31])[CH2:33][CH2:34]5)=[CH:3][CH:4]=4)=[CH:13][N:12]=[N:11][C:10]=23)=[CH:28][C:27]=1[OH:29]. Given the reactants Br[C:2]1[N:7]=[CH:6][C:5]([C:8]2[N:9]3[N:16]=[C:15]([C:17]4[CH:22]=[CH:21][N:20]=[CH:19][CH:18]=4)[C:14]([C:23]4[CH:24]=[CH:25][C:26]([Cl:30])=[C:27]([OH:29])[CH:28]=4)=[C:10]3[N:11]=[N:12][CH:13]=2)=[CH:4][CH:3]=1.[CH3:31][N:32]1[CH2:38][CH2:37][CH2:36][NH:35][CH2:34][CH2:33]1, predict the reaction product. (3) Given the reactants [CH3:1][O:2][C:3]1[CH:8]=[CH:7][C:6]([C:9](=O)[CH2:10][C:11]([O:13][CH2:14][CH3:15])=[O:12])=[CH:5][CH:4]=1.[CH3:17][O:18][NH2:19].Cl, predict the reaction product. The product is: [CH3:17][O:18][N:19]=[C:9]([C:6]1[CH:7]=[CH:8][C:3]([O:2][CH3:1])=[CH:4][CH:5]=1)[CH2:10][C:11]([O:13][CH2:14][CH3:15])=[O:12]. (4) Given the reactants [C:1]1([C@H:7]([CH2:14][C:15]2[CH:20]=[CH:19][C:18]([O:21][CH2:22][CH2:23][CH2:24][NH:25][C:26]3[CH:31]=[CH:30][CH:29]=[CH:28][N:27]=3)=[CH:17][CH:16]=2)[CH2:8][C:9]([O:11]CC)=[O:10])[CH:6]=[CH:5][CH:4]=[CH:3][CH:2]=1.O.[OH-].[Li+], predict the reaction product. The product is: [C:1]1([C@H:7]([CH2:14][C:15]2[CH:20]=[CH:19][C:18]([O:21][CH2:22][CH2:23][CH2:24][NH:25][C:26]3[CH:31]=[CH:30][CH:29]=[CH:28][N:27]=3)=[CH:17][CH:16]=2)[CH2:8][C:9]([OH:11])=[O:10])[CH:6]=[CH:5][CH:4]=[CH:3][CH:2]=1. (5) Given the reactants C([O-])([O-])=O.[K+].[K+].[OH:7][C:8]1[CH:49]=[CH:48][C:11]([CH2:12][NH:13][C:14]2[N:19]=[C:18]([O:20][CH2:21][C:22]([F:25])([F:24])[F:23])[N:17]=[C:16]([NH:26][C:27]3[CH:47]=[CH:46][C:30]([C:31]([NH:33][CH2:34][C:35]([CH3:45])([CH3:44])[CH2:36][NH:37][C:38](=[O:43])[C:39]([O:41]C)=[O:40])=[O:32])=[CH:29][CH:28]=3)[N:15]=2)=[CH:10][CH:9]=1.Cl, predict the reaction product. The product is: [OH:7][C:8]1[CH:9]=[CH:10][C:11]([CH2:12][NH:13][C:14]2[N:19]=[C:18]([O:20][CH2:21][C:22]([F:25])([F:24])[F:23])[N:17]=[C:16]([NH:26][C:27]3[CH:47]=[CH:46][C:30]([C:31]([NH:33][CH2:34][C:35]([CH3:44])([CH3:45])[CH2:36][NH:37][C:38](=[O:43])[C:39]([OH:41])=[O:40])=[O:32])=[CH:29][CH:28]=3)[N:15]=2)=[CH:48][CH:49]=1. (6) Given the reactants [OH:1][C:2]([CH3:30])([CH3:29])[CH2:3][O:4][C@H:5]1[C@H:10]([N:11]2[C:15]3[CH:16]=[CH:17][C:18]([CH3:20])=[CH:19][C:14]=3[N:13]=[C:12]2[CH3:21])[CH2:9][CH2:8][N:7](C(OC(C)(C)C)=O)[CH2:6]1.[ClH:31], predict the reaction product. The product is: [ClH:31].[ClH:31].[OH:1][C:2]([CH3:30])([CH3:29])[CH2:3][O:4][C@H:5]1[C@H:10]([N:11]2[C:15]3[CH:16]=[CH:17][C:18]([CH3:20])=[CH:19][C:14]=3[N:13]=[C:12]2[CH3:21])[CH2:9][CH2:8][NH:7][CH2:6]1. (7) Given the reactants [Br:1][C:2]1[CH:3]=[CH:4][C:5]([NH2:9])=[N:6][C:7]=1[Cl:8].[CH3:10][C:11](OC(C)=O)=[O:12], predict the reaction product. The product is: [Br:1][C:2]1[CH:3]=[CH:4][C:5]([NH:9][C:11](=[O:12])[CH3:10])=[N:6][C:7]=1[Cl:8].